Task: Predict which catalyst facilitates the given reaction.. Dataset: Catalyst prediction with 721,799 reactions and 888 catalyst types from USPTO (1) Reactant: [C:1]([C:4]1[N:8]([CH2:9][CH:10]2[CH2:15][CH2:14][CH2:13][CH2:12][CH2:11]2)[C:7]([CH3:16])=[C:6]([C:17]([O:19][CH2:20][CH3:21])=[O:18])[CH:5]=1)(=[O:3])[CH3:2].[N:22]1[CH:27]=[CH:26][CH:25]=[CH:24][C:23]=1[CH:28]=O.C1CCN2C(=NCCC2)CC1. Product: [CH:10]1([CH2:9][N:8]2[C:4]([C:1](=[O:3])/[CH:2]=[CH:28]/[C:23]3[CH:24]=[CH:25][CH:26]=[CH:27][N:22]=3)=[CH:5][C:6]([C:17]([O:19][CH2:20][CH3:21])=[O:18])=[C:7]2[CH3:16])[CH2:11][CH2:12][CH2:13][CH2:14][CH2:15]1. The catalyst class is: 1. (2) Reactant: [CH3:1][N:2]1[C:10]2[C:5](=[CH:6][CH:7]=[CH:8][CH:9]=2)[CH:4]=[C:3]1[C:11]([NH:13][C@H:14]1[CH2:19][CH2:18][CH2:17][CH2:16][C@H:15]1[C:20](O)=[O:21])=[O:12].CCN=C=NCCCN(C)C.C1[CH:35]=[CH:36][C:37]2[N:42](O)N=[N:40][C:38]=2C=1.C[N:45]1[CH2:50][CH2:49]O[CH2:47][CH2:46]1. Product: [C:38]([CH:37]([NH:42][C:20]([C@@H:15]1[CH2:16][CH2:17][CH2:18][CH2:19][C@@H:14]1[NH:13][C:11]([C:3]1[N:2]([CH3:1])[C:10]2[C:5]([CH:4]=1)=[CH:6][CH:7]=[CH:8][CH:9]=2)=[O:12])=[O:21])[CH2:36][C:35]1[CH:47]=[CH:46][N:45]=[CH:50][CH:49]=1)#[N:40]. The catalyst class is: 136.